Dataset: Full USPTO retrosynthesis dataset with 1.9M reactions from patents (1976-2016). Task: Predict the reactants needed to synthesize the given product. (1) Given the product [ClH:16].[CH:12]1[C:9]2[CH2:10][CH2:11][CH:5]([CH2:4][NH2:1])[CH2:6][CH2:7][C:8]=2[CH:15]=[CH:14][CH:13]=1, predict the reactants needed to synthesize it. The reactants are: [N+:1]([CH2:4][CH:5]1[CH2:11][CH2:10][C:9]2[CH:12]=[CH:13][CH:14]=[CH:15][C:8]=2[CH2:7][CH2:6]1)([O-])=O.[ClH:16]. (2) Given the product [CH2:13]([C:17]1[N:18]=[C:19]([CH2:48][CH2:49][O:50][CH3:51])[N:20]([C:39]2[CH:40]=[CH:41][C:42]3[O:46][CH2:45][CH2:44][C:43]=3[CH:47]=2)[C:21](=[O:38])[C:22]=1[CH2:23][C:24]1[CH:25]=[CH:26][C:27]([C:30]2[CH:35]=[CH:34][CH:33]=[CH:32][C:31]=2[C:36]2[NH:3][C:4](=[O:7])[O:5][N:37]=2)=[CH:28][CH:29]=1)[CH2:14][CH2:15][CH3:16], predict the reactants needed to synthesize it. The reactants are: [Cl-].O[NH3+:3].[C:4](=[O:7])([O-])[OH:5].[Na+].CS(C)=O.[CH2:13]([C:17]1[N:18]=[C:19]([CH2:48][CH2:49][O:50][CH3:51])[N:20]([C:39]2[CH:40]=[CH:41][C:42]3[O:46][CH2:45][CH2:44][C:43]=3[CH:47]=2)[C:21](=[O:38])[C:22]=1[CH2:23][C:24]1[CH:29]=[CH:28][C:27]([C:30]2[C:31]([C:36]#[N:37])=[CH:32][CH:33]=[CH:34][CH:35]=2)=[CH:26][CH:25]=1)[CH2:14][CH2:15][CH3:16]. (3) The reactants are: [NH:1]([N:18]=[N+:19]=[N-])[C@H:2]([C:8]([NH:10][CH2:11][C:12]1[CH:17]=[CH:16][CH:15]=[CH:14][CH:13]=1)=[O:9])[CH2:3][C:4](=[O:7])[O:5][CH3:6].N(N=[N+]=[N-])[C@H](C(O)=O)CC(=O)OC. Given the product [CH3:6][O:5][C:4](=[O:7])[CH2:3][C@H:2]([N:1]=[N+:18]=[N-:19])[C:8]([NH:10][CH2:11][C:12]1[CH:17]=[CH:16][CH:15]=[CH:14][CH:13]=1)=[O:9], predict the reactants needed to synthesize it. (4) Given the product [CH3:14][C:15]([CH3:35])([CH3:34])[CH2:16][C:17]([OH:33])([C:8]#[C:7][C:1]1[CH:6]=[CH:5][CH:4]=[CH:3][CH:2]=1)[C:18]([NH:20][C:21]1[CH:22]=[CH:23][C:24]2[C:29](=[O:30])[O:28][N:27]=[C:26]([CH3:31])[C:25]=2[CH:32]=1)=[O:19], predict the reactants needed to synthesize it. The reactants are: [C:1]1([C:7]#[CH:8])[CH:6]=[CH:5][CH:4]=[CH:3][CH:2]=1.C([Li])CCC.[CH3:14][C:15]([CH3:35])([CH3:34])[CH2:16][C:17](=[O:33])[C:18]([NH:20][C:21]1[CH:22]=[CH:23][C:24]2[C:29](=[O:30])[O:28][N:27]=[C:26]([CH3:31])[C:25]=2[CH:32]=1)=[O:19]. (5) Given the product [F:1][C:2]1[CH:11]=[C:10]([F:12])[CH:9]=[C:8]2[C:3]=1[CH:4]([O:13][C:14]1[C:22]3[N:21]=[C:20]([CH3:23])[N:19]([CH3:24])[C:18]=3[CH:17]=[C:16]([C:25]([N:28]3[CH2:32][CH2:31][CH2:30][CH2:29]3)=[O:26])[CH:15]=1)[CH2:5][CH2:6][O:7]2, predict the reactants needed to synthesize it. The reactants are: [F:1][C:2]1[CH:11]=[C:10]([F:12])[CH:9]=[C:8]2[C:3]=1[CH:4]([O:13][C:14]1[C:22]3[N:21]=[C:20]([CH3:23])[N:19]([CH3:24])[C:18]=3[CH:17]=[C:16]([C:25](O)=[O:26])[CH:15]=1)[CH2:5][CH2:6][O:7]2.[NH:28]1[CH2:32][CH2:31][CH2:30][CH2:29]1. (6) Given the product [S:14]1[CH:18]=[CH:17][CH:16]=[C:15]1[CH2:19][O:20][C:12](=[O:13])[NH:11][C:1]12[CH2:2][CH:3]3[CH2:9][CH:7]([CH2:6][CH:5]([CH2:4]3)[CH2:10]1)[CH2:8]2, predict the reactants needed to synthesize it. The reactants are: [C:1]12([N:11]=[C:12]=[O:13])[CH2:10][CH:5]3[CH2:6][CH:7]([CH2:9][CH:3]([CH2:4]3)[CH2:2]1)[CH2:8]2.[S:14]1[CH:18]=[CH:17][CH:16]=[C:15]1[CH2:19][OH:20]. (7) Given the product [Br:39][C:5]1[N:4]2[C:8]([C@@H:11]3[CH2:16][CH2:15][CH2:14][N:13]([C:17]([O:19][CH2:20][C:21]4[CH:22]=[CH:23][CH:24]=[CH:25][CH:26]=4)=[O:18])[CH2:12]3)=[N:9][CH:10]=[C:3]2[C:2]([Cl:1])=[N:7][CH:6]=1, predict the reactants needed to synthesize it. The reactants are: [Cl:1][C:2]1[C:3]2[N:4]([C:8]([C@@H:11]3[CH2:16][CH2:15][CH2:14][N:13]([C:17]([O:19][CH2:20][C:21]4[CH:26]=[CH:25][CH:24]=[CH:23][CH:22]=4)=[O:18])[CH2:12]3)=[N:9][CH:10]=2)[CH:5]=[CH:6][N:7]=1.[Li]CCCC.CCCCCC.C(Br)(Br)(Br)[Br:39].